Dataset: Catalyst prediction with 721,799 reactions and 888 catalyst types from USPTO. Task: Predict which catalyst facilitates the given reaction. Reactant: [C:1]([O:5][C:6]([N:8]1[CH2:15][CH:14]2[CH:10]([CH2:11][NH:12][CH2:13]2)[CH2:9]1)=[O:7])([CH3:4])([CH3:3])[CH3:2].Br[C:17]1[CH:22]=[CH:21][C:20]([Br:23])=[CH:19][N:18]=1.C1(P(C2C=CC=CC=2)C2C=CC3C(=CC=CC=3)C=2C2C3C(=CC=CC=3)C=CC=2P(C2C=CC=CC=2)C2C=CC=CC=2)C=CC=CC=1.CC([O-])(C)C.[Na+]. Product: [C:1]([O:5][C:6]([N:8]1[CH2:9][CH:10]2[CH:14]([CH2:13][N:12]([C:17]3[CH:22]=[CH:21][C:20]([Br:23])=[CH:19][N:18]=3)[CH2:11]2)[CH2:15]1)=[O:7])([CH3:4])([CH3:2])[CH3:3]. The catalyst class is: 11.